This data is from Full USPTO retrosynthesis dataset with 1.9M reactions from patents (1976-2016). The task is: Predict the reactants needed to synthesize the given product. (1) Given the product [C:23]([C:27]1[N:28]=[C:29]([N:36]2[CH2:37][C:38]3([CH2:39][O:40][CH2:41]3)[CH2:42]2)[C:30]2[N:35]=[N:34][N:33]([CH2:50][C:45]3[C:44]([Cl:43])=[CH:49][CH:48]=[CH:47][N:46]=3)[C:31]=2[N:32]=1)([CH3:26])([CH3:24])[CH3:25], predict the reactants needed to synthesize it. The reactants are: C(C1N=C(N2CCC(F)(F)C2)C2N=NN(CC)C=2N=1)(C)(C)C.[C:23]([C:27]1[N:28]=[C:29]([N:36]2[CH2:42][C:38]3([CH2:41][O:40][CH2:39]3)[CH2:37]2)[C:30]2[N:35]=[N:34][NH:33][C:31]=2[N:32]=1)([CH3:26])([CH3:25])[CH3:24].[Cl:43][C:44]1[C:45]([CH2:50]Cl)=[N:46][CH:47]=[CH:48][CH:49]=1. (2) Given the product [C:10]([CH2:28][CH2:29][NH:30][C:33](=[O:55])[CH:34]=[CH:35][C:36]1[C:44]2[N:43]([C:45]3[CH:46]=[CH:47][CH:48]=[CH:49][CH:50]=3)[CH:42]=[N:41][C:40]=2[CH:39]=[C:38]([C:51]([F:53])([F:54])[F:52])[CH:37]=1)#[N:11], predict the reactants needed to synthesize it. The reactants are: COC(=O)C=CC1C2N(C3C=CC=CC=3)C=[N:11][C:10]=2C=C(C(F)(F)F)C=1.CN1CC[N:30]([C:33](=[O:55])[CH:34]=[CH:35][C:36]2[C:44]3[N:43]([C:45]4[CH:50]=[CH:49][CH:48]=[CH:47][CH:46]=4)[CH:42]=[N:41][C:40]=3[CH:39]=[C:38]([C:51]([F:54])([F:53])[F:52])[CH:37]=2)[CH2:29][CH2:28]1. (3) The reactants are: [OH:1][CH:2]1[CH2:7][CH2:6][CH2:5][NH:4][C:3]1=[O:8].C(N(CC)CC)C.[CH3:16][S:17](Cl)(=[O:19])=[O:18]. Given the product [O:8]=[C:3]1[CH:2]([O:1][S:17]([CH3:16])(=[O:19])=[O:18])[CH2:7][CH2:6][CH2:5][NH:4]1, predict the reactants needed to synthesize it. (4) Given the product [Cl:1][C:2]1[N:3]=[CH:4][C:5]2[C:10]3([CH:11]([C:12]4[CH:17]=[CH:16][CH:15]=[C:14]([Cl:18])[C:13]=4[F:19])[CH:28]([C:29]([NH:31][C:32]4[CH:44]=[CH:43][C:35]([O:36][CH2:37][CH2:38][OH:39])=[CH:34][C:33]=4[O:45][CH3:46])=[O:30])[NH:27][CH:26]3[CH2:25][C:24]([CH3:48])([CH3:47])[CH3:23])[C:9](=[O:20])[NH:8][C:6]=2[N:7]=1, predict the reactants needed to synthesize it. The reactants are: [Cl:1][C:2]1[N:3]=[CH:4][C:5]2=[C:6]([NH:8][C:9](=[O:20])/[C:10]/2=[CH:11]\[C:12]2[CH:17]=[CH:16][CH:15]=[C:14]([Cl:18])[C:13]=2[F:19])[N:7]=1.[Li+].[OH-].[CH3:23][C:24]([CH3:48])([CH3:47])[CH2:25]/[CH:26]=[N:27]/[CH2:28][C:29]([NH:31][C:32]1[CH:44]=[CH:43][C:35]([O:36][CH2:37][CH2:38][O:39]C(=O)C)=[CH:34][C:33]=1[O:45][CH3:46])=[O:30].[OH-].[Na+]. (5) Given the product [Cl:1][C:2]1[CH:3]=[CH:4][C:5]([CH3:9])=[C:6]([CH:7]=1)[O:8][C:15]1[C:16]([C:17]([O:19][CH2:20][CH3:21])=[O:18])=[CH:11][N:12]=[C:13]([C:22]2[CH:27]=[CH:26][CH:25]=[CH:24][CH:23]=2)[N:14]=1, predict the reactants needed to synthesize it. The reactants are: [Cl:1][C:2]1[CH:3]=[CH:4][C:5]([CH3:9])=[C:6]([OH:8])[CH:7]=1.Cl[C:11]1[C:16]([C:17]([O:19][CH2:20][CH3:21])=[O:18])=[CH:15][N:14]=[C:13]([C:22]2[CH:27]=[CH:26][CH:25]=[CH:24][CH:23]=2)[N:12]=1.C(=O)([O-])[O-].[K+].[K+]. (6) Given the product [C:3]([O:7][C:8]([N:10]1[CH2:16][CH2:15][CH2:14][CH:13]([C:18]2[CH:23]=[CH:22][C:21]([F:24])=[CH:20][CH:19]=2)[CH2:12][CH2:11]1)=[O:9])([CH3:6])([CH3:4])[CH3:5], predict the reactants needed to synthesize it. The reactants are: CO.[C:3]([O:7][C:8]([N:10]1[CH2:16][CH2:15][CH2:14][C:13]([C:18]2[CH:23]=[CH:22][C:21]([F:24])=[CH:20][CH:19]=2)(O)[CH2:12][CH2:11]1)=[O:9])([CH3:6])([CH3:5])[CH3:4].